This data is from Reaction yield outcomes from USPTO patents with 853,638 reactions. The task is: Predict the reaction yield, written as a fraction of the theoretical maximum amount of product (1.0 means a 100% yield; for example, 0.34 means a 34% yield). (1) The reactants are [CH2:1]([N:4]([CH2:17][C:18]([OH:20])=O)[NH:5][C:6](=[O:16])[NH:7][C@@H:8]([C:10]1[CH:15]=[CH:14][CH:13]=[CH:12][CH:11]=1)[CH3:9])[CH:2]=[CH2:3].[NH2:21][C@@H:22]([CH2:46][C:47]1[CH:52]=[CH:51][C:50]([O:53][C:54]([CH3:57])([CH3:56])[CH3:55])=[CH:49][CH:48]=1)[C:23]([N:25]([C@@H:37]([CH3:45])[CH:38]([O:42][CH2:43][CH3:44])[O:39][CH2:40][CH3:41])[CH2:26][C:27]1[CH:28]=[CH:29][CH:30]=[C:31]2[C:36]=1[N:35]=[CH:34][CH:33]=[CH:32]2)=[O:24]. No catalyst specified. The product is [CH2:1]([N:4]([CH2:17][C:18]([NH:21][C@@H:22]([CH2:46][C:47]1[CH:52]=[CH:51][C:50]([O:53][C:54]([CH3:57])([CH3:56])[CH3:55])=[CH:49][CH:48]=1)[C:23]([N:25]([C@@H:37]([CH3:45])[CH:38]([O:39][CH2:40][CH3:41])[O:42][CH2:43][CH3:44])[CH2:26][C:27]1[CH:28]=[CH:29][CH:30]=[C:31]2[C:36]=1[N:35]=[CH:34][CH:33]=[CH:32]2)=[O:24])=[O:20])[NH:5][C:6]([NH:7][C@@H:8]([C:10]1[CH:11]=[CH:12][CH:13]=[CH:14][CH:15]=1)[CH3:9])=[O:16])[CH:2]=[CH2:3]. The yield is 0.850. (2) The reactants are [CH3:1][N:2]1[CH2:7][CH2:6][N:5]([C:8]2[C:13]([CH:14]=[C:15]3[CH2:19][CH2:18][NH:17][C:16]3=[O:20])=[CH:12][CH:11]=[CH:10][N:9]=2)[CH2:4][CH2:3]1. The catalyst is C(O)C.[Pd]. The product is [CH3:1][N:2]1[CH2:3][CH2:4][N:5]([C:8]2[C:13]([CH2:14][CH:15]3[CH2:19][CH2:18][NH:17][C:16]3=[O:20])=[CH:12][CH:11]=[CH:10][N:9]=2)[CH2:6][CH2:7]1. The yield is 0.990. (3) The product is [CH3:7][C:6]1([CH3:8])[CH2:5][C:4](=[O:9])[CH:3]=[CH:2][O:1]1. No catalyst specified. The yield is 0.600. The reactants are [OH:1][CH:2]=[CH:3][C:4](=[O:9])[CH:5]=[C:6]([CH3:8])[CH3:7].S([O-])([O-])(=O)=O.S(=O)(=O)(O)O.[OH-].[Na+]. (4) The reactants are [N:1]1([CH2:6][CH2:7][CH2:8][N:9]2[CH2:14][CH2:13][CH:12]([CH2:15][NH:16][C:17](=[O:28])[C:18]3[CH:23]=[C:22]([Cl:24])[C:21]([NH2:25])=[CH:20][C:19]=3[O:26][CH3:27])[CH2:11][CH2:10]2)[CH:5]=[CH:4][N:3]=[N:2]1.Cl. The catalyst is C(O)C.CC(CC)=O. The product is [ClH:24].[N:1]1([CH2:6][CH2:7][CH2:8][N:9]2[CH2:10][CH2:11][CH:12]([CH2:15][NH:16][C:17](=[O:28])[C:18]3[CH:23]=[C:22]([Cl:24])[C:21]([NH2:25])=[CH:20][C:19]=3[O:26][CH3:27])[CH2:13][CH2:14]2)[CH:5]=[CH:4][N:3]=[N:2]1. The yield is 0.840. (5) The reactants are C[O:2][C:3](=[O:37])[CH2:4][CH2:5][CH:6]1[CH:13]2[CH:9]([O:10][CH:11]([CH:14]=[CH:15][C:16]3[CH:21]=[CH:20][CH:19]=[CH:18][CH:17]=3)[O:12]2)[CH:8]([N:22]2[CH:30]=[N:29][C:28]3[C:23]2=[N:24][CH:25]=[N:26][C:27]=3[NH:31][C:32]([NH:34][CH2:35][CH3:36])=[O:33])[O:7]1.O.[OH-].[Li+].C(O)(=O)C. The catalyst is O1CCCC1. The product is [CH2:35]([NH:34][C:32](=[O:33])[NH:31][C:27]1[N:26]=[CH:25][N:24]=[C:23]2[C:28]=1[N:29]=[CH:30][N:22]2[CH:8]1[CH:9]2[O:10][CH:11]([CH:14]=[CH:15][C:16]3[CH:21]=[CH:20][CH:19]=[CH:18][CH:17]=3)[O:12][CH:13]2[CH:6]([CH2:5][CH2:4][C:3]([OH:37])=[O:2])[O:7]1)[CH3:36]. The yield is 0.800. (6) The catalyst is C(Cl)Cl. The product is [Cl:24][CH2:25][CH2:26][CH2:27][S:28]([N:17]1[CH2:18][CH2:19][N:14]([CH2:13][C:12]#[C:11][C:10]2[C:5]([NH:4][CH2:3][C:2]([CH3:23])([CH3:22])[CH3:1])=[N:6][C:7]([C:20]#[N:21])=[N:8][CH:9]=2)[CH2:15][CH2:16]1)(=[O:30])=[O:29]. The yield is 0.510. The reactants are [CH3:1][C:2]([CH3:23])([CH3:22])[CH2:3][NH:4][C:5]1[C:10]([C:11]#[C:12][CH2:13][N:14]2[CH2:19][CH2:18][NH:17][CH2:16][CH2:15]2)=[CH:9][N:8]=[C:7]([C:20]#[N:21])[N:6]=1.[Cl:24][CH2:25][CH2:26][CH2:27][S:28](Cl)(=[O:30])=[O:29].C(N(CC)CC)C.[Cl-].[NH4+]. (7) The reactants are [CH3:1][N:2]1[C:10]2[C:5](=[CH:6][C:7]([OH:11])=[CH:8][CH:9]=2)[CH:4]=[N:3]1.Cl[C:13]1[N:20]=[CH:19][CH:18]=[CH:17][C:14]=1[C:15]#[N:16]. The catalyst is CS(C)=O.O. The product is [CH3:1][N:2]1[C:10]2[C:5](=[CH:6][C:7]([O:11][C:13]3[N:20]=[CH:19][CH:18]=[CH:17][C:14]=3[C:15]#[N:16])=[CH:8][CH:9]=2)[CH:4]=[N:3]1. The yield is 0.900.